Dataset: Catalyst prediction with 721,799 reactions and 888 catalyst types from USPTO. Task: Predict which catalyst facilitates the given reaction. (1) The catalyst class is: 73. Reactant: [CH2:1]([N:3]([C:6]1[CH:11]=[CH:10][C:9](I)=[CH:8][CH:7]=1)[CH2:4][CH3:5])[CH3:2].C(N(C(C)C)CC)(C)C.[CH3:22][Si:23]([C:26]#[CH:27])([CH3:25])[CH3:24]. Product: [CH2:1]([N:3]([C:6]1[CH:11]=[CH:10][C:9]([C:27]#[C:26][Si:23]([CH3:25])([CH3:24])[CH3:22])=[CH:8][CH:7]=1)[CH2:4][CH3:5])[CH3:2]. (2) Reactant: [NH:1]1[C:9]2[C:4](=[CH:5][CH:6]=[CH:7][CH:8]=2)[C:3]([C:10]([NH2:12])=[O:11])=[N:2]1.Br[CH2:14][C:15]([O:17][C:18]([CH3:21])([CH3:20])[CH3:19])=[O:16].C(=O)([O-])[O-].[K+].[K+]. Product: [C:10]([C:3]1[C:4]2[C:9](=[CH:8][CH:7]=[CH:6][CH:5]=2)[N:1]([CH2:14][C:15]([O:17][C:18]([CH3:21])([CH3:20])[CH3:19])=[O:16])[N:2]=1)(=[O:11])[NH2:12]. The catalyst class is: 23. (3) Reactant: [CH3:1][CH:2]([N:4]1[C:12](/[CH:13]=[CH:14]/[CH:15]([OH:23])[CH2:16][CH:17]([OH:22])[CH2:18][C:19]([O-:21])=[O:20])=[C:11]([C:24]2[CH:25]=[CH:26][C:27]([F:30])=[CH:28][CH:29]=2)[C:10]2[CH:9]=[CH:8][CH:7]=[CH:6][C:5]1=2)[CH3:3].[Na+]. Product: [CH3:3][CH:2]([N:4]1[C:12](/[CH:13]=[CH:14]\[C@@H:15]([OH:23])[CH2:16][C@@H:17]([OH:22])[CH2:18][C:19]([OH:21])=[O:20])=[C:11]([C:24]2[CH:25]=[CH:26][C:27]([F:30])=[CH:28][CH:29]=2)[C:10]2[C:5]1=[CH:6][CH:7]=[CH:8][CH:9]=2)[CH3:1]. The catalyst class is: 13. (4) Reactant: C([N:8]1[CH2:25][CH2:24][C:11]2([O:19][C:18]3[CH:17]=[N:16][N:15]([CH:20]([CH3:22])[CH3:21])[C:14]=3[C:13](=[O:23])[CH2:12]2)[CH2:10][CH2:9]1)C1C=CC=CC=1.ClC(OC(Cl)C)=O. Product: [CH:20]([N:15]1[C:14]2[C:13](=[O:23])[CH2:12][C:11]3([CH2:10][CH2:9][NH:8][CH2:25][CH2:24]3)[O:19][C:18]=2[CH:17]=[N:16]1)([CH3:22])[CH3:21]. The catalyst class is: 26. (5) Reactant: [S:1]1[CH2:5][C:4](=[O:6])[NH:3][C:2]1=[O:7].[CH:8]([C:10]1[CH:11]=[C:12]([CH:18]=[CH:19][CH:20]=1)[O:13][CH2:14][C:15]([OH:17])=[O:16])=O.C([O-])(=O)C.[Na+]. Product: [O:7]=[C:2]1[NH:3][C:4](=[O:6])[C:5](=[CH:8][C:10]2[CH:11]=[C:12]([CH:18]=[CH:19][CH:20]=2)[O:13][CH2:14][C:15]([OH:17])=[O:16])[S:1]1. The catalyst class is: 15. (6) Reactant: [C:1]([O:5][C:6](=[O:28])[NH:7][CH2:8][CH2:9][C@@H:10]([N:17]1C(=O)C2C(=CC=CC=2)C1=O)[C:11]1[CH:16]=[CH:15][CH:14]=[CH:13][CH:12]=1)([CH3:4])([CH3:3])[CH3:2].NN.[OH-].[Na+]. Product: [C:1]([O:5][C:6](=[O:28])[NH:7][CH2:8][CH2:9][C@@H:10]([NH2:17])[C:11]1[CH:16]=[CH:15][CH:14]=[CH:13][CH:12]=1)([CH3:4])([CH3:2])[CH3:3]. The catalyst class is: 138. (7) Reactant: [CH3:1][NH:2][C:3]([C:5]1[CH:13]=[C:12]2[C:8]([CH:9]=[CH:10][N:11]2[CH:14]2[CH2:19][CH2:18][NH:17][CH2:16][CH2:15]2)=[CH:7][CH:6]=1)=[O:4].[CH3:20][O:21][C:22]1[C:33]([CH2:34][CH:35]=O)=[CH:32][C:25]2[N:26]([CH3:31])[C:27](=[O:30])[O:28][CH2:29][C:24]=2[CH:23]=1.C(O[BH-](OC(=O)C)OC(=O)C)(=O)C.[Na+].C(=O)(O)[O-].[Na+]. Product: [CH3:20][O:21][C:22]1[C:33]([CH2:34][CH2:35][N:17]2[CH2:18][CH2:19][CH:14]([N:11]3[C:12]4[C:8](=[CH:7][CH:6]=[C:5]([C:3]([NH:2][CH3:1])=[O:4])[CH:13]=4)[CH:9]=[CH:10]3)[CH2:15][CH2:16]2)=[CH:32][C:25]2[N:26]([CH3:31])[C:27](=[O:30])[O:28][CH2:29][C:24]=2[CH:23]=1. The catalyst class is: 322.